Dataset: Reaction yield outcomes from USPTO patents with 853,638 reactions. Task: Predict the reaction yield, written as a fraction of the theoretical maximum amount of product (1.0 means a 100% yield; for example, 0.34 means a 34% yield). (1) The reactants are [CH3:1][C:2]1[NH:12][C:5]2[C:6](=[O:11])[N:7]([CH3:10])[CH:8]=[CH:9][C:4]=2[C:3]=1[C:13]([O:15][CH2:16][CH3:17])=[O:14].Br[CH:19]([C:21]1[CH:26]=[CH:25][CH:24]=[CH:23][CH:22]=1)[CH3:20].C(=O)([O-])[O-].[Cs+].[Cs+]. The catalyst is CN(C)C=O. The product is [CH3:1][C:2]1[N:12]([CH:19]([C:21]2[CH:26]=[CH:25][CH:24]=[CH:23][CH:22]=2)[CH3:20])[C:5]2[C:6](=[O:11])[N:7]([CH3:10])[CH:8]=[CH:9][C:4]=2[C:3]=1[C:13]([O:15][CH2:16][CH3:17])=[O:14]. The yield is 0.690. (2) The reactants are [Cl:1][C:2]1[CH:3]=[CH:4][N:5]=[C:6]2[C:11]=1[N:10]=[CH:9][C:8]([OH:12])=[CH:7]2.C1(P(C2C=CC=CC=2)C2C=CC=CC=2)C=CC=CC=1.[CH3:32][O:33][CH2:34][CH2:35]O.C1COCC1.CCOC(/N=N/C(OCC)=O)=O. The catalyst is CO.ClCCl.C(Cl)Cl. The product is [Cl:1][C:2]1[CH:3]=[CH:4][N:5]=[C:6]2[C:11]=1[N:10]=[CH:9][C:8]([O:12][CH2:35][CH2:34][O:33][CH3:32])=[CH:7]2. The yield is 0.550. (3) The reactants are [CH3:1][CH2:2][CH2:3][CH2:4][CH:5]([OH:10])[CH2:6][CH2:7][CH2:8][CH3:9].ClCCl.[Cl:14][C:15](Cl)([O:17]C(=O)OC(Cl)(Cl)Cl)Cl. The catalyst is N1C=CC=CC=1. The product is [Cl:14][C:15]([O:10][CH:5]([CH2:6][CH2:7][CH2:8][CH3:9])[CH2:4][CH2:3][CH2:2][CH3:1])=[O:17]. The yield is 0.840. (4) The reactants are [Br:1][C:2]1[CH:3]=[CH:4][C:5]([O:8][C:9]2[CH:14]=[CH:13][CH:12]=[C:11]([CH2:15]Cl)[CH:10]=2)=[N:6][CH:7]=1.[CH2:17]([O:19][P:20]([O:24]CC)[O:21][CH2:22][CH3:23])[CH3:18]. The catalyst is CCCCCCC. The product is [Br:1][C:2]1[CH:3]=[CH:4][C:5]([O:8][C:9]2[CH:10]=[C:11]([CH:12]=[CH:13][CH:14]=2)[CH2:15][P:20](=[O:24])([O:21][CH2:22][CH3:23])[O:19][CH2:17][CH3:18])=[N:6][CH:7]=1. The yield is 0.810.